Dataset: Full USPTO retrosynthesis dataset with 1.9M reactions from patents (1976-2016). Task: Predict the reactants needed to synthesize the given product. (1) Given the product [CH3:28][S:29]([O:27][CH2:26][C@H:23]1[CH2:22][CH2:21][C:20]2[S:19][C:18]3[C:25](=[C:14]([NH:13][CH:10]4[CH2:9][CH2:8][CH:7]([N:1]5[CH2:2][CH2:3][O:4][CH2:5][CH2:6]5)[CH2:12][CH2:11]4)[N:15]=[CH:16][N:17]=3)[C:24]1=2)(=[O:31])=[O:30], predict the reactants needed to synthesize it. The reactants are: [N:1]1([CH:7]2[CH2:12][CH2:11][CH:10]([NH:13][C:14]3[N:15]=[CH:16][N:17]=[C:18]4[C:25]=3[C:24]3[C@@H:23]([CH2:26][OH:27])[CH2:22][CH2:21][C:20]=3[S:19]4)[CH2:9][CH2:8]2)[CH2:6][CH2:5][O:4][CH2:3][CH2:2]1.[CH3:28][S:29](Cl)(=[O:31])=[O:30].C(N(CC)CC)C. (2) Given the product [Cl:1][C:2]1[N:7]=[CH:6][C:5]([C:8](=[O:12])[CH2:9][CH2:10][CH3:11])=[CH:4][CH:3]=1, predict the reactants needed to synthesize it. The reactants are: [Cl:1][C:2]1[N:7]=[CH:6][C:5]([CH:8]([OH:12])[CH2:9][CH2:10][CH3:11])=[CH:4][CH:3]=1.[Cr](Cl)([O-])(=O)=O.[NH+]1C=CC=CC=1. (3) The reactants are: Cl.[F:2][C:3]1[CH:8]=[CH:7][CH:6]=[CH:5][C:4]=1[N:9]1[CH2:14][CH2:13][N:12]([CH2:15][C:16]([OH:18])=O)[CH2:11][CH2:10]1.[NH2:19][C@@H:20]([CH2:38][O:39][CH2:40][C:41]1[CH:46]=[CH:45][CH:44]=[CH:43][CH:42]=1)[C:21]([NH:23][C:24]1[CH:29]=[CH:28][C:27]([O:30][C:31]2[CH:36]=[CH:35][C:34]([F:37])=[CH:33][CH:32]=2)=[CH:26][CH:25]=1)=[O:22]. Given the product [CH2:40]([O:39][CH2:38][C@H:20]([NH:19][C:16](=[O:18])[CH2:15][N:12]1[CH2:11][CH2:10][N:9]([C:4]2[CH:5]=[CH:6][CH:7]=[CH:8][C:3]=2[F:2])[CH2:14][CH2:13]1)[C:21]([NH:23][C:24]1[CH:29]=[CH:28][C:27]([O:30][C:31]2[CH:36]=[CH:35][C:34]([F:37])=[CH:33][CH:32]=2)=[CH:26][CH:25]=1)=[O:22])[C:41]1[CH:46]=[CH:45][CH:44]=[CH:43][CH:42]=1, predict the reactants needed to synthesize it.